This data is from Reaction yield outcomes from USPTO patents with 853,638 reactions. The task is: Predict the reaction yield, written as a fraction of the theoretical maximum amount of product (1.0 means a 100% yield; for example, 0.34 means a 34% yield). (1) The catalyst is CCO.CN(C1C=CN=CC=1)C. The yield is 0.230. The reactants are [NH2:1][C:2]1[C:3]([F:23])=[CH:4][C:5]([CH3:22])=[C:6]([C:8]2[C:9](=[O:21])[N:10]([CH2:19][CH3:20])[C:11]3[C:16]([CH:17]=2)=[CH:15][N:14]=[C:13](Cl)[CH:12]=3)[CH:7]=1.[CH:24]1([NH2:27])[CH2:26][CH2:25]1. The product is [NH2:1][C:2]1[C:3]([F:23])=[CH:4][C:5]([CH3:22])=[C:6]([C:8]2[C:9](=[O:21])[N:10]([CH2:19][CH3:20])[C:11]3[C:16]([CH:17]=2)=[CH:15][N:14]=[C:13]([NH:27][CH:24]2[CH2:26][CH2:25]2)[CH:12]=3)[CH:7]=1. (2) The reactants are [Cl:1][C:2]1[CH:7]=[CH:6][N:5]=[C:4]2[N:8](CC3C=CC(OC)=CC=3)[N:9]=[CH:10][C:3]=12.C(O)(C(F)(F)F)=O. No catalyst specified. The product is [Cl:1][C:2]1[CH:7]=[CH:6][N:5]=[C:4]2[NH:8][N:9]=[CH:10][C:3]=12. The yield is 1.00. (3) The reactants are [N:1]12[CH2:8][CH2:7][C:4]([C:9]([C:17]3[CH:22]=[CH:21][CH:20]=[CH:19][CH:18]=3)([C:11]3[CH:16]=[CH:15][CH:14]=[CH:13][CH:12]=3)[OH:10])([CH2:5][CH2:6]1)[CH2:3][CH2:2]2.[Br:23][CH2:24][CH2:25][O:26][CH2:27][C:28]1[CH:33]=[CH:32][C:31]([F:34])=[CH:30][CH:29]=1. The catalyst is CC#N.C(Cl)(Cl)Cl. The product is [Br-:23].[F:34][C:31]1[CH:30]=[CH:29][C:28]([CH2:27][O:26][CH2:25][CH2:24][N+:1]23[CH2:6][CH2:5][C:4]([C:9]([OH:10])([C:17]4[CH:22]=[CH:21][CH:20]=[CH:19][CH:18]=4)[C:11]4[CH:12]=[CH:13][CH:14]=[CH:15][CH:16]=4)([CH2:3][CH2:2]2)[CH2:7][CH2:8]3)=[CH:33][CH:32]=1. The yield is 0.160. (4) The reactants are Br[CH2:2][C:3]1[CH:12]=[C:11]2[C:6]([C:7]([C:15]3[CH:20]=[CH:19][C:18]([F:21])=[CH:17][CH:16]=3)=[CH:8][C:9]([C:13]#[N:14])=[N:10]2)=[CH:5][CH:4]=1.[CH3:22][N:23]1[CH2:27][C:26](=[O:28])[NH:25][C:24]1=[O:29].C(=O)([O-])[O-].[Cs+].[Cs+]. The catalyst is CN(C=O)C. The product is [F:21][C:18]1[CH:19]=[CH:20][C:15]([C:7]2[C:6]3[C:11](=[CH:12][C:3]([CH2:2][N:25]4[C:26](=[O:28])[CH2:27][N:23]([CH3:22])[C:24]4=[O:29])=[CH:4][CH:5]=3)[N:10]=[C:9]([C:13]#[N:14])[CH:8]=2)=[CH:16][CH:17]=1. The yield is 0.870. (5) The yield is 1.00. The product is [CH3:5][O:6][C:7](=[O:16])[C:8]1[CH:13]=[C:12]([N+:1]([O-:4])=[O:2])[C:11]([OH:14])=[C:10]([Cl:15])[CH:9]=1. The reactants are [N+:1]([O-:4])(O)=[O:2].[CH3:5][O:6][C:7](=[O:16])[C:8]1[CH:13]=[CH:12][C:11]([OH:14])=[C:10]([Cl:15])[CH:9]=1. The catalyst is C(OCC)C. (6) The reactants are [CH3:1][N:2]([CH3:16])[CH2:3][C:4]#[C:5][C:6]1[CH:7]=[N:8][C:9]([CH3:15])=[C:10]([N+:12]([O-])=O)[CH:11]=1. The catalyst is CCO.[Ni]. The product is [CH3:16][N:2]([CH3:1])[CH2:3][CH2:4][CH2:5][C:6]1[CH:11]=[C:10]([NH2:12])[C:9]([CH3:15])=[N:8][CH:7]=1. The yield is 0.930. (7) The reactants are Br[CH2:2][CH2:3][CH2:4][N:5]1[C:9]2=[N:10][CH:11]=[N:12][C:13]([NH2:14])=[C:8]2[C:7]([I:15])=[N:6]1.[NH:16]1[CH2:21][CH2:20][O:19][CH2:18][CH2:17]1.C(N(CC)CC)C. The product is [I:15][C:7]1[C:8]2[C:9](=[N:10][CH:11]=[N:12][C:13]=2[NH2:14])[N:5]([CH2:4][CH2:3][CH2:2][N:16]2[CH2:21][CH2:20][O:19][CH2:18][CH2:17]2)[N:6]=1. The yield is 0.480. The catalyst is CN(C)C=O. (8) The reactants are [N:1]1([C:7]2[CH:12]=[CH:11][C:10]([S:13]([NH:16][C:17]3[S:21][N:20]=[CH:19][N:18]=3)(=[O:15])=[O:14])=[CH:9][CH:8]=2)[CH2:6][CH2:5][NH:4][CH2:3][CH2:2]1.[F:22][C:23]1[CH:31]=[CH:30][CH:29]=[C:28]2[C:24]=1[CH:25]=[CH:26][N:27]2[C@H:32]([CH3:36])[C:33](O)=[O:34].CN(C(ON1N=NC2C=CC=NC1=2)=[N+](C)C)C.F[P-](F)(F)(F)(F)F.C(N(CC)C(C)C)(C)C. The catalyst is C(Cl)Cl.CN(C=O)C. The product is [F:22][C:23]1[CH:31]=[CH:30][CH:29]=[C:28]2[C:24]=1[CH:25]=[CH:26][N:27]2[C@H:32]([CH3:36])[C:33]([N:4]1[CH2:5][CH2:6][N:1]([C:7]2[CH:8]=[CH:9][C:10]([S:13]([NH:16][C:17]3[S:21][N:20]=[CH:19][N:18]=3)(=[O:15])=[O:14])=[CH:11][CH:12]=2)[CH2:2][CH2:3]1)=[O:34]. The yield is 0.630. (9) The reactants are Cl[C:2]1[CH:7]=[CH:6][N:5]=[C:4]2[N:8]([CH2:17][O:18][CH2:19][CH2:20][Si:21]([CH3:24])([CH3:23])[CH3:22])[C:9]([C:11]3[CH:16]=[CH:15][CH:14]=[CH:13][CH:12]=3)=[CH:10][C:3]=12.[C:25]([O:29][C:30](=[O:40])[NH:31][C:32]1[CH:37]=[CH:36][C:35]([OH:38])=[C:34]([F:39])[CH:33]=1)([CH3:28])([CH3:27])[CH3:26].C1(C2C=CC=CC=2C2C(C(C)C)=C(C3CCCCC3)C(C(C)C)=C(P)C=2C(C)C)CCCCC1.C(=O)([O-])[O-].[K+].[K+]. The catalyst is C1(C)C=CC=CC=1.C1C=CC(/C=C/C(/C=C/C2C=CC=CC=2)=O)=CC=1.C1C=CC(/C=C/C(/C=C/C2C=CC=CC=2)=O)=CC=1.C1C=CC(/C=C/C(/C=C/C2C=CC=CC=2)=O)=CC=1.[Pd].[Pd]. The product is [C:25]([O:29][C:30](=[O:40])[NH:31][C:32]1[CH:37]=[CH:36][C:35]([O:38][C:2]2[CH:7]=[CH:6][N:5]=[C:4]3[N:8]([CH2:17][O:18][CH2:19][CH2:20][Si:21]([CH3:24])([CH3:23])[CH3:22])[C:9]([C:11]4[CH:16]=[CH:15][CH:14]=[CH:13][CH:12]=4)=[CH:10][C:3]=23)=[C:34]([F:39])[CH:33]=1)([CH3:28])([CH3:26])[CH3:27]. The yield is 0.840. (10) The reactants are [CH2:1]([O:3][C:4]([C:6]1[CH:7]2[N:30](C)[CH:11]([CH2:12][C:13]=1[C:14]1[O:15][CH:16]=[C:17]([CH2:19][CH2:20][CH2:21][O:22][Si](C(C)(C)C)(C)C)[N:18]=1)[CH2:10][N:9]([C:32]([O:34][C:35]([CH3:38])([CH3:37])[CH3:36])=[O:33])[CH2:8]2)=[O:5])[CH3:2].[C:39]([O-:42])([OH:41])=O.[Na+].ClC(OC(Cl)=O)C.CCN(C(C)C)C(C)C.[CH3:60][C:61](OC(OC(O[C:61]([CH3:63])([CH3:62])[CH3:60])=O)=O)([CH3:63])[CH3:62]. No catalyst specified. The product is [CH2:1]([O:3][C:4]([C:6]1[CH:7]2[N:30]([C:39]([O:42][C:61]([CH3:63])([CH3:62])[CH3:60])=[O:41])[CH:11]([CH2:12][C:13]=1[C:14]1[O:15][CH:16]=[C:17]([CH2:19][CH2:20][CH2:21][OH:22])[N:18]=1)[CH2:10][N:9]([C:32]([O:34][C:35]([CH3:38])([CH3:36])[CH3:37])=[O:33])[CH2:8]2)=[O:5])[CH3:2]. The yield is 0.630.